Dataset: Reaction yield outcomes from USPTO patents with 853,638 reactions. Task: Predict the reaction yield, written as a fraction of the theoretical maximum amount of product (1.0 means a 100% yield; for example, 0.34 means a 34% yield). (1) The reactants are C(OC([NH:8][C:9]([CH3:32])([CH3:31])[C@H:10]([NH:15][C:16](=[O:30])[C:17]1[CH:22]=[CH:21][C:20]([C:23]#[C:24]/[CH:25]=[CH:26]/[CH2:27][CH2:28][OH:29])=[CH:19][CH:18]=1)[C:11]([O:13][CH3:14])=[O:12])=O)(C)(C)C.[C:33]([OH:39])([C:35]([F:38])([F:37])[F:36])=[O:34]. The catalyst is C(Cl)Cl. The product is [F:36][C:35]([F:38])([F:37])[C:33]([O-:39])=[O:34].[OH:29][CH2:28][CH2:27]/[CH:26]=[CH:25]/[C:24]#[C:23][C:20]1[CH:21]=[CH:22][C:17]([C:16]([NH:15][C@H:10]([C:11]([O:13][CH3:14])=[O:12])[C:9]([CH3:32])([NH3+:8])[CH3:31])=[O:30])=[CH:18][CH:19]=1. The yield is 0.450. (2) The catalyst is CN(C=O)C.C1COCC1.C(Cl)(Cl)Cl. The yield is 0.720. The product is [Cl:1][C:2]1[N:7]([CH2:8][C:9]2[CH:16]=[CH:15][CH:14]=[CH:13][C:10]=2[C:11]#[N:12])[C:6](=[O:17])[N:5]([CH3:24])[C:4](=[O:18])[CH:3]=1. The reactants are [Cl:1][C:2]1[N:7]([CH2:8][C:9]2[CH:16]=[CH:15][CH:14]=[CH:13][C:10]=2[C:11]#[N:12])[C:6](=[O:17])[NH:5][C:4](=[O:18])[CH:3]=1.[H-].[Na+].[Li+].[Br-].I[CH3:24]. (3) The reactants are [C:1]([C:5]1[CH:10]=[C:9]([C:11]2[N:12]=[C:13]([CH2:16]O)[S:14][CH:15]=2)[CH:8]=[C:7]([C:18]([CH3:21])([CH3:20])[CH3:19])[C:6]=1[OH:22])([CH3:4])([CH3:3])[CH3:2].C(Br)(Br)(Br)[Br:24].C1C=CC(P(C2C=CC=CC=2)C2C=CC=CC=2)=CC=1. The catalyst is ClCCl. The product is [Br:24][CH2:16][C:13]1[S:14][CH:15]=[C:11]([C:9]2[CH:10]=[C:5]([C:1]([CH3:4])([CH3:3])[CH3:2])[C:6]([OH:22])=[C:7]([C:18]([CH3:21])([CH3:20])[CH3:19])[CH:8]=2)[N:12]=1. The yield is 0.920. (4) The reactants are F[C:2]1[CH:7]=[CH:6][C:5]([C:8]2[O:9][C:10]3[CH:16]=[CH:15][CH:14]=[CH:13][C:11]=3[N:12]=2)=[CH:4][C:3]=1[N+:17]([O-])=O.C(=O)([O-])[O-].[K+].[K+].[CH2:26]([NH2:29])[CH2:27][CH3:28].[H][H]. The catalyst is C(O)C.[C].[Pd].O. The product is [CH2:26]([NH:29][C:2]1[CH:7]=[CH:6][C:5]([C:8]2[O:9][C:10]3[CH:16]=[CH:15][CH:14]=[CH:13][C:11]=3[N:12]=2)=[CH:4][C:3]=1[NH2:17])[CH2:27][CH3:28]. The yield is 0.490. (5) The reactants are [OH:1][C:2]1[N:7]=[CH:6][C:5]([NH:8][C:9](=[O:16])[C:10]2[CH:15]=[CH:14][CH:13]=[CH:12][CH:11]=2)=[CH:4][CH:3]=1.[I-].[C:18]([Si:22]([CH3:39])([CH3:38])[O:23][CH:24]1[CH2:29][CH2:28][N:27]([C:30](N2C=C[N+](C)=C2)=[O:31])[CH2:26][CH2:25]1)([CH3:21])([CH3:20])[CH3:19].N12CCN(CC1)CC2. The catalyst is CN(C)C=O. The product is [C:9]([NH:8][C:5]1[CH:4]=[CH:3][C:2]([O:1][C:30]([N:27]2[CH2:28][CH2:29][CH:24]([O:23][Si:22]([C:18]([CH3:21])([CH3:20])[CH3:19])([CH3:38])[CH3:39])[CH2:25][CH2:26]2)=[O:31])=[N:7][CH:6]=1)(=[O:16])[C:10]1[CH:15]=[CH:14][CH:13]=[CH:12][CH:11]=1. The yield is 0.770. (6) The reactants are [CH2:1]([O:8][C:9]1[CH:18]=[C:17]2[C:12]([CH:13]=[C:14]([CH:19]=[O:20])[CH:15]=[N:16]2)=[CH:11][CH:10]=1)[CH2:2][CH2:3][CH2:4][CH2:5][CH2:6][CH3:7].[CH3:21][Mg]I. The catalyst is C1COCC1. The product is [CH2:1]([O:8][C:9]1[CH:18]=[C:17]2[C:12]([CH:13]=[C:14]([CH:19]([OH:20])[CH3:21])[CH:15]=[N:16]2)=[CH:11][CH:10]=1)[CH2:2][CH2:3][CH2:4][CH2:5][CH2:6][CH3:7]. The yield is 0.800. (7) The reactants are [N:1]1[CH:6]=[CH:5][CH:4]=[C:3]([CH2:7][NH:8][C:9]([C:11]2[S:15][C:14]([C:16]3[NH:17][N:18]=[CH:19][CH:20]=3)=[N:13][C:12]=2[CH3:21])=[O:10])[CH:2]=1.[Cl:22][C:23]1[CH:30]=[CH:29][C:26]([CH2:27]Br)=[CH:25][CH:24]=1.C(=O)([O-])[O-].[K+].[K+]. The catalyst is CS(C)=O.C(OCC)(=O)C. The product is [N:1]1[CH:6]=[CH:5][CH:4]=[C:3]([CH2:7][NH:8][C:9]([C:11]2[S:15][C:14]([C:16]3[CH:20]=[CH:19][N:18]([CH2:27][C:26]4[CH:29]=[CH:30][C:23]([Cl:22])=[CH:24][CH:25]=4)[N:17]=3)=[N:13][C:12]=2[CH3:21])=[O:10])[CH:2]=1. The yield is 0.510. (8) The reactants are [NH:1]1[C:5]2[CH:6]=[CH:7][CH:8]=[CH:9][C:4]=2[N:3]=[C:2]1[C:10]([N:12]1[CH2:15][CH:14]([C:16]2[C:17]([N:22]3[CH2:27][CH2:26][C:25](=[O:28])[CH2:24][CH2:23]3)=[N:18][CH:19]=[CH:20][N:21]=2)[CH2:13]1)=[O:11].C[Mg+].[Br-].[CH3:32]COC(C)=O. The catalyst is C1COCC1. The product is [NH:1]1[C:5]2[CH:6]=[CH:7][CH:8]=[CH:9][C:4]=2[N:3]=[C:2]1[C:10]([N:12]1[CH2:13][CH:14]([C:16]2[C:17]([N:22]3[CH2:27][CH2:26][C:25]([OH:28])([CH3:32])[CH2:24][CH2:23]3)=[N:18][CH:19]=[CH:20][N:21]=2)[CH2:15]1)=[O:11]. The yield is 0.700. (9) The catalyst is C(Cl)Cl. The reactants are Br.[Br:2][C:3]1[CH:4]=[C:5]2[C:9](=[CH:10][CH:11]=1)[CH2:8][CH:7]([NH2:12])[CH2:6]2.[C:13]1([S:19]([C:22]2[CH:23]=[CH:24][C:25]([C:32]([F:35])([F:34])[F:33])=[C:26]([S:28](Cl)(=[O:30])=[O:29])[CH:27]=2)(=[O:21])=[O:20])[CH:18]=[CH:17][CH:16]=[CH:15][CH:14]=1.C(N(C(C)C)CC)(C)C. The product is [Br:2][C:3]1[CH:4]=[C:5]2[C:9](=[CH:10][CH:11]=1)[CH2:8][CH:7]([NH:12][S:28]([C:26]1[CH:27]=[C:22]([S:19]([C:13]3[CH:18]=[CH:17][CH:16]=[CH:15][CH:14]=3)(=[O:21])=[O:20])[CH:23]=[CH:24][C:25]=1[C:32]([F:35])([F:33])[F:34])(=[O:30])=[O:29])[CH2:6]2. The yield is 0.770.